From a dataset of Reaction yield outcomes from USPTO patents with 853,638 reactions. Predict the reaction yield, written as a fraction of the theoretical maximum amount of product (1.0 means a 100% yield; for example, 0.34 means a 34% yield). (1) The reactants are [O:1]1[C:5]2[CH:6]=[CH:7][C:8]([CH2:10][C:11]#N)=[CH:9][C:4]=2[O:3][CH2:2]1.Br[CH2:14][CH2:15]Cl.[OH-:17].[Na+].[OH2:19]. The catalyst is [Cl-].C([N+](CC)(CC)CC)C1C=CC=CC=1. The product is [O:1]1[C:5]2[CH:6]=[CH:7][C:8]([C:10]3([C:11]([OH:19])=[O:17])[CH2:15][CH2:14]3)=[CH:9][C:4]=2[O:3][CH2:2]1. The yield is 0.800. (2) The reactants are F[C:2]1[CH:7]=[CH:6][C:5]([C:8]2[O:9][C:10]3[CH:16]=[CH:15][CH:14]=[CH:13][C:11]=3[N:12]=2)=[CH:4][C:3]=1[N+:17]([O-:19])=[O:18].C(=O)([O-])O.[Na+].[CH:25]1([NH2:31])[CH2:30][CH2:29][CH2:28][CH2:27][CH2:26]1.O. The catalyst is C(O)C. The product is [CH:25]1([NH:31][C:2]2[CH:7]=[CH:6][C:5]([C:8]3[O:9][C:10]4[CH:16]=[CH:15][CH:14]=[CH:13][C:11]=4[N:12]=3)=[CH:4][C:3]=2[N+:17]([O-:19])=[O:18])[CH2:30][CH2:29][CH2:28][CH2:27][CH2:26]1. The yield is 0.480.